From a dataset of HIV replication inhibition screening data with 41,000+ compounds from the AIDS Antiviral Screen. Binary Classification. Given a drug SMILES string, predict its activity (active/inactive) in a high-throughput screening assay against a specified biological target. The drug is O=C(O)CC1CCCCC12CCOC2=O. The result is 0 (inactive).